Regression. Given two drug SMILES strings and cell line genomic features, predict the synergy score measuring deviation from expected non-interaction effect. From a dataset of Merck oncology drug combination screen with 23,052 pairs across 39 cell lines. (1) Drug 1: CC1(c2nc3c(C(N)=O)cccc3[nH]2)CCCN1. Drug 2: CNC(=O)c1cc(Oc2ccc(NC(=O)Nc3ccc(Cl)c(C(F)(F)F)c3)cc2)ccn1. Cell line: SW620. Synergy scores: synergy=15.9. (2) Drug 1: O=c1[nH]cc(F)c(=O)[nH]1. Drug 2: Cn1nnc2c(C(N)=O)ncn2c1=O. Cell line: OVCAR3. Synergy scores: synergy=4.25. (3) Drug 1: CCC1(O)CC2CN(CCc3c([nH]c4ccccc34)C(C(=O)OC)(c3cc4c(cc3OC)N(C)C3C(O)(C(=O)OC)C(OC(C)=O)C5(CC)C=CCN6CCC43C65)C2)C1. Drug 2: CCc1cnn2c(NCc3ccc[n+]([O-])c3)cc(N3CCCCC3CCO)nc12. Cell line: NCIH1650. Synergy scores: synergy=-21.2. (4) Synergy scores: synergy=-2.97. Drug 1: O=c1[nH]cc(F)c(=O)[nH]1. Cell line: SKMES1. Drug 2: O=C(O)C1(Cc2cccc(Nc3nccs3)n2)CCC(Oc2cccc(Cl)c2F)CC1. (5) Drug 1: COc1cc(C2c3cc4c(cc3C(OC3OC5COC(C)OC5C(O)C3O)C3COC(=O)C23)OCO4)cc(OC)c1O. Drug 2: COC1=C2CC(C)CC(OC)C(O)C(C)C=C(C)C(OC(N)=O)C(OC)C=CC=C(C)C(=O)NC(=CC1=O)C2=O. Cell line: COLO320DM. Synergy scores: synergy=4.87. (6) Drug 1: CC(C)CC(NC(=O)C(Cc1ccccc1)NC(=O)c1cnccn1)B(O)O. Drug 2: CCc1cnn2c(NCc3ccc[n+]([O-])c3)cc(N3CCCCC3CCO)nc12. Cell line: A2058. Synergy scores: synergy=-20.1. (7) Drug 1: CCC1=CC2CN(C1)Cc1c([nH]c3ccccc13)C(C(=O)OC)(c1cc3c(cc1OC)N(C)C1C(O)(C(=O)OC)C(OC(C)=O)C4(CC)C=CCN5CCC31C54)C2. Drug 2: NC1(c2ccc(-c3nc4ccn5c(=O)[nH]nc5c4cc3-c3ccccc3)cc2)CCC1. Cell line: NCIH460. Synergy scores: synergy=32.6. (8) Drug 1: CCC1=CC2CN(C1)Cc1c([nH]c3ccccc13)C(C(=O)OC)(c1cc3c(cc1OC)N(C)C1C(O)(C(=O)OC)C(OC(C)=O)C4(CC)C=CCN5CCC31C54)C2. Drug 2: O=C(NOCC(O)CO)c1ccc(F)c(F)c1Nc1ccc(I)cc1F. Cell line: ES2. Synergy scores: synergy=-2.21.